Predict the product of the given reaction. From a dataset of Forward reaction prediction with 1.9M reactions from USPTO patents (1976-2016). (1) Given the reactants [C:1]([O:5][C:6]([NH:8][C@@H:9]([C:11]([OH:13])=O)[CH3:10])=[O:7])([CH3:4])([CH3:3])[CH3:2].[C:14](=[N:17]O)([NH2:16])[CH3:15].C(Cl)CCl.C(OCC)(=O)C, predict the reaction product. The product is: [CH3:15][C:14]1[N:17]=[C:11]([C@H:9]([NH:8][C:6](=[O:7])[O:5][C:1]([CH3:2])([CH3:3])[CH3:4])[CH3:10])[O:13][N:16]=1. (2) Given the reactants C([Mg]Cl)(C)C.I[C:7]1[CH:16]=[CH:15][C:10]([C:11]([O:13][CH3:14])=[O:12])=[CH:9][CH:8]=1.[CH3:17][C:18]([CH3:20])=[O:19], predict the reaction product. The product is: [CH3:14][O:13][C:11](=[O:12])[C:10]1[CH:15]=[CH:16][C:7]([C:18]([OH:19])([CH3:20])[CH3:17])=[CH:8][CH:9]=1. (3) Given the reactants [CH3:1][C:2]1([CH3:20])[N:6]([C:7]([O:9][C:10]([CH3:13])([CH3:12])[CH3:11])=[O:8])[C@:5]([CH3:19])([C:14]2[N:15]=[N:16][NH:17][N:18]=2)[CH2:4][O:3]1.C(=O)([O-])[O-].[K+].[K+].[F:27][C:28]([F:36])(S(F)(=O)=O)C(O)=O.C(=O)([O-])O.[Na+], predict the reaction product. The product is: [F:27][CH:28]([F:36])[N:16]1[N:17]=[N:18][C:14]([C@:5]2([CH3:19])[CH2:4][O:3][C:2]([CH3:20])([CH3:1])[N:6]2[C:7]([O:9][C:10]([CH3:11])([CH3:12])[CH3:13])=[O:8])=[N:15]1. (4) Given the reactants [CH3:1][O:2][C:3]1[CH:16]=[CH:15][C:6]([O:7][C:8]2[CH:9]=[N:10][C:11]([OH:14])=[N:12][CH:13]=2)=[CH:5][CH:4]=1.[CH3:17][N:18]([C:22]1[CH:27]=[CH:26][CH:25]=[CH:24][CH:23]=1)[C:19](Cl)=[O:20].N12CCN(CC1)CC2.O, predict the reaction product. The product is: [CH3:1][O:2][C:3]1[CH:16]=[CH:15][C:6]([O:7][C:8]2[CH:9]=[N:10][C:11]([O:14][C:19](=[O:20])[N:18]([CH3:17])[C:22]3[CH:27]=[CH:26][CH:25]=[CH:24][CH:23]=3)=[N:12][CH:13]=2)=[CH:5][CH:4]=1. (5) Given the reactants [O:1]=[C:2]1[CH2:7][CH2:6][N:5]([C:8]([O:10][C:11]([CH3:14])([CH3:13])[CH3:12])=[O:9])[CH2:4][CH2:3]1.[F:15][C:16]1[CH:17]=[C:18]([CH2:22][CH2:23][C:24](Cl)=[O:25])[CH:19]=[CH:20][CH:21]=1, predict the reaction product. The product is: [F:15][C:16]1[CH:17]=[C:18]([CH2:22][CH2:23][C:24]([CH:7]2[C:2](=[O:1])[CH2:3][CH2:4][N:5]([C:8]([O:10][C:11]([CH3:14])([CH3:13])[CH3:12])=[O:9])[CH2:6]2)=[O:25])[CH:19]=[CH:20][CH:21]=1. (6) Given the reactants [C:1]([O:5][C:6]([N:8]1[C@H:17]([C:18](O)=[O:19])[CH2:16][C:15]2[C:10](=[CH:11][CH:12]=[CH:13][CH:14]=2)[CH2:9]1)=[O:7])([CH3:4])([CH3:3])[CH3:2].O.[Cl-].COC1N=C(OC)N=C([N+]2(C)CCOCC2)N=1.[CH3:40][O:41][C:42]1[CH:43]=[C:44]([C@H:48]([NH:50][CH2:51][C:52]2[CH:61]=[CH:60][C:55]([C:56]([O:58][CH3:59])=[O:57])=[CH:54][CH:53]=2)[CH3:49])[CH:45]=[CH:46][CH:47]=1.CCN(C(C)C)C(C)C, predict the reaction product. The product is: [CH3:59][O:58][C:56]([C:55]1[CH:54]=[CH:53][C:52]([CH2:51][N:50]([C@@H:48]([C:44]2[CH:45]=[CH:46][CH:47]=[C:42]([O:41][CH3:40])[CH:43]=2)[CH3:49])[C:18]([C@@H:17]2[CH2:16][C:15]3[C:10](=[CH:11][CH:12]=[CH:13][CH:14]=3)[CH2:9][N:8]2[C:6]([O:5][C:1]([CH3:4])([CH3:3])[CH3:2])=[O:7])=[O:19])=[CH:61][CH:60]=1)=[O:57]. (7) The product is: [NH2:35][N:11]1[CH:12]=[C:13]([C:14]2[CH:19]=[CH:18][CH:17]=[CH:16][CH:15]=2)[C:9]([C:6]2[CH:5]=[CH:4][C:3]([O:2][CH3:1])=[CH:8][CH:7]=2)=[C:10]1[C:20]#[N:21]. Given the reactants [CH3:1][O:2][C:3]1[CH:8]=[CH:7][C:6]([C:9]2[C:13]([C:14]3[CH:19]=[CH:18][CH:17]=[CH:16][CH:15]=3)=[CH:12][NH:11][C:10]=2[C:20]#[N:21])=[CH:5][CH:4]=1.[H-].[Na+].C1(C)C=C(C)C=C(C)C=1S([NH:35]O)(=O)=O.O, predict the reaction product.